From a dataset of Forward reaction prediction with 1.9M reactions from USPTO patents (1976-2016). Predict the product of the given reaction. (1) Given the reactants C(OC([N:8]1[CH2:13][CH2:12][CH:11]([NH:14][CH2:15][C:16]2[S:17][C:18]([N+:21]([O-:23])=[O:22])=[CH:19][CH:20]=2)[CH2:10][CH2:9]1)=O)(C)(C)C.Cl, predict the reaction product. The product is: [N+:21]([C:18]1[S:17][C:16]([CH2:15][NH:14][CH:11]2[CH2:10][CH2:9][NH:8][CH2:13][CH2:12]2)=[CH:20][CH:19]=1)([O-:23])=[O:22]. (2) Given the reactants [NH2:1][C:2]1[C:3]2[C:10]([C:11]3[CH:12]=[CH:13][C:14]([Cl:18])=[C:15]([OH:17])[CH:16]=3)=[CH:9][N:8]([CH2:19][CH2:20][NH2:21])[C:4]=2[N:5]=[CH:6][N:7]=1.[F:22][C:23]1[CH:30]=[CH:29][C:26]([CH:27]=O)=[CH:25][CH:24]=1.C(O[BH-](OC(=O)C)OC(=O)C)(=O)C.[Na+].C(O)(=O)C, predict the reaction product. The product is: [NH2:1][C:2]1[C:3]2[C:10]([C:11]3[CH:12]=[CH:13][C:14]([Cl:18])=[C:15]([OH:17])[CH:16]=3)=[CH:9][N:8]([CH2:19][CH2:20][NH:21][CH2:27][C:26]3[CH:29]=[CH:30][C:23]([F:22])=[CH:24][CH:25]=3)[C:4]=2[N:5]=[CH:6][N:7]=1. (3) Given the reactants [C:1]([NH-:5])([CH3:4])([CH3:3])[CH3:2].[Li+].F[C:8]1[CH:16]=[CH:15][CH:14]=[CH:13][C:9]=1[C:10]([OH:12])=[O:11], predict the reaction product. The product is: [C:1]([NH:5][C:8]1[CH:16]=[CH:15][CH:14]=[CH:13][C:9]=1[C:10]([OH:12])=[O:11])([CH3:4])([CH3:3])[CH3:2]. (4) Given the reactants Cl[C:2]1[CH:11]=[C:10]([C:12]2[CH:13]=[N:14][CH:15]=[N:16][CH:17]=2)[C:9]2[CH2:8][CH2:7][CH2:6][CH2:5][C:4]=2[N:3]=1.[F:18][C:19]1[N:24]=[C:23]([CH2:25][OH:26])[CH:22]=[CH:21][CH:20]=1.C(Cl)(Cl)Cl.C(=O)([O-])[O-].[Cs+].[Cs+], predict the reaction product. The product is: [F:18][C:19]1[N:24]=[C:23]([CH2:25][O:26][C:2]2[CH:11]=[C:10]([C:12]3[CH:13]=[N:14][CH:15]=[N:16][CH:17]=3)[C:9]3[CH2:8][CH2:7][CH2:6][CH2:5][C:4]=3[N:3]=2)[CH:22]=[CH:21][CH:20]=1. (5) The product is: [Cl:8][C:7]1[C:2]2[N:1]=[N:28][N:13]([C@H:14]3[C@@H:18]4[O:19][C:20]([CH3:22])([CH3:23])[O:21][C@@H:17]4[C@@H:16]([O:24][CH2:25][CH2:26][OH:27])[CH2:15]3)[C:3]=2[N:4]=[C:5]([S:9][CH2:10][CH2:11][CH3:12])[N:6]=1. Given the reactants [NH2:1][C:2]1[C:3]([NH:13][C@H:14]2[C@@H:18]3[O:19][C:20]([CH3:23])([CH3:22])[O:21][C@@H:17]3[C@@H:16]([O:24][CH2:25][CH2:26][OH:27])[CH2:15]2)=[N:4][C:5]([S:9][CH2:10][CH2:11][CH3:12])=[N:6][C:7]=1[Cl:8].[N:28]([O-])=O.[Na+].C(O)(=O)C.C(=O)([O-])[O-].[K+].[K+], predict the reaction product. (6) The product is: [C:1]([C:4]1[CH:5]=[CH:6][C:7]2[N:8]([C:10]([C:13]([NH:42][C:41]3[CH:43]=[C:37]([C:34]4[N:33]=[C:32]([CH:30]5[CH2:29][C:28]([F:45])([F:27])[CH2:31]5)[O:36][N:35]=4)[CH:38]=[CH:39][C:40]=3[CH3:44])=[O:15])=[CH:11][N:12]=2)[CH:9]=1)(=[O:3])[CH3:2]. Given the reactants [C:1]([C:4]1[CH:5]=[CH:6][C:7]2[N:8]([C:10]([C:13]([OH:15])=O)=[CH:11][N:12]=2)[CH:9]=1)(=[O:3])[CH3:2].C(Cl)(=O)C(Cl)=O.CN(C)C=O.[F:27][C:28]1([F:45])[CH2:31][CH:30]([C:32]2[O:36][N:35]=[C:34]([C:37]3[CH:38]=[CH:39][C:40]([CH3:44])=[C:41]([CH:43]=3)[NH2:42])[N:33]=2)[CH2:29]1, predict the reaction product.